From a dataset of Peptide-MHC class II binding affinity with 134,281 pairs from IEDB. Regression. Given a peptide amino acid sequence and an MHC pseudo amino acid sequence, predict their binding affinity value. This is MHC class II binding data. The MHC is DRB3_0202 with pseudo-sequence DRB3_0202. The binding affinity (normalized) is 0.522. The peptide sequence is TPFPHRKGVLFNIQYVNYWF.